From a dataset of Peptide-MHC class I binding affinity with 185,985 pairs from IEDB/IMGT. Regression. Given a peptide amino acid sequence and an MHC pseudo amino acid sequence, predict their binding affinity value. This is MHC class I binding data. (1) The peptide sequence is REMGIVDLL. The MHC is HLA-A31:01 with pseudo-sequence HLA-A31:01. The binding affinity (normalized) is 0.0847. (2) The peptide sequence is YIDVNEEYT. The MHC is HLA-A68:02 with pseudo-sequence HLA-A68:02. The binding affinity (normalized) is 0.318. (3) The peptide sequence is GPAGYTAAL. The MHC is HLA-B40:01 with pseudo-sequence HLA-B40:01. The binding affinity (normalized) is 0.0847. (4) The peptide sequence is RVMAIFMAL. The MHC is HLA-B45:06 with pseudo-sequence HLA-B45:06. The binding affinity (normalized) is 0.213. (5) The peptide sequence is GTITGGVCYY. The binding affinity (normalized) is 0.101. The MHC is HLA-A02:01 with pseudo-sequence HLA-A02:01. (6) The peptide sequence is ASNKPISNR. The MHC is Mamu-B8301 with pseudo-sequence Mamu-B8301. The binding affinity (normalized) is 1.00.